Dataset: Reaction yield outcomes from USPTO patents with 853,638 reactions. Task: Predict the reaction yield, written as a fraction of the theoretical maximum amount of product (1.0 means a 100% yield; for example, 0.34 means a 34% yield). (1) The reactants are [CH3:1][N:2]1[C:6]([CH2:7][NH:8][C:9]([C:11]2[S:15][C:14]([C:16]([O:18]C)=O)=[CH:13][CH:12]=2)=[O:10])=[CH:5][CH:4]=[N:3]1.O.[NH2:21][NH2:22]. The catalyst is CO. The product is [CH3:1][N:2]1[C:6]([CH2:7][NH:8][C:9]([C:11]2[S:15][C:14]([C:16]([NH:21][NH2:22])=[O:18])=[CH:13][CH:12]=2)=[O:10])=[CH:5][CH:4]=[N:3]1. The yield is 0.490. (2) The reactants are [Li+].CC([N-]C(C)C)C.[O:9]=[C:10]([CH3:25])[CH2:11][CH:12]1[CH2:17][CH2:16][N:15]([C:18]([O:20][C:21]([CH3:24])([CH3:23])[CH3:22])=[O:19])[CH2:14][CH2:13]1.Cl[Si:27]([CH3:30])([CH3:29])[CH3:28].C([O-])(O)=O.[Na+]. The catalyst is C1COCC1. The product is [CH3:28][Si:27]([CH3:30])([CH3:29])[O:9][C:10](=[CH2:25])[CH2:11][CH:12]1[CH2:13][CH2:14][N:15]([C:18]([O:20][C:21]([CH3:24])([CH3:23])[CH3:22])=[O:19])[CH2:16][CH2:17]1. The yield is 1.08. (3) The reactants are C(OC1C=C2C(C=CC(O)=C2)=CC=1C1N=NC(N(C)C2CC(C)(C)NC(C)(C)C2)=CC=1)C1C=CC=CC=1.[H-].[Na+].CI.[CH2:42]([O:49][C:50]1[C:51]([C:62]2[N:67]=[N:66][C:65]([N:68]([CH3:80])[CH:69]3[CH2:74][C:73]([CH3:76])([CH3:75])[N:72](C)[C:71]([CH3:79])([CH3:78])[CH2:70]3)=[CH:64][CH:63]=2)=[CH:52][C:53]2[C:58]([CH:59]=1)=[CH:57][C:56]([O:60][CH3:61])=[CH:55][CH:54]=2)[C:43]1[CH:48]=[CH:47][CH:46]=[CH:45][CH:44]=1. The catalyst is CN(C=O)C. The product is [CH2:42]([O:49][C:50]1[C:51]([C:62]2[N:67]=[N:66][C:65]([N:68]([CH3:80])[CH:69]3[CH2:74][C:73]([CH3:75])([CH3:76])[NH:72][C:71]([CH3:79])([CH3:78])[CH2:70]3)=[CH:64][CH:63]=2)=[CH:52][C:53]2[C:58]([CH:59]=1)=[CH:57][C:56]([O:60][CH3:61])=[CH:55][CH:54]=2)[C:43]1[CH:44]=[CH:45][CH:46]=[CH:47][CH:48]=1. The yield is 0.800. (4) The reactants are Br[C:2]1[CH:18]=[CH:17][C:5]2[S:6][C:7]([C:10]3[CH:15]=[CH:14][N:13]=[C:12]([NH2:16])[N:11]=3)=[C:8]([CH3:9])[C:4]=2[CH:3]=1.C([Li])CCC. The catalyst is C1COCC1. The product is [CH3:9][C:8]1[C:4]2[CH:3]=[CH:2][CH:18]=[CH:17][C:5]=2[S:6][C:7]=1[C:10]1[CH:15]=[CH:14][N:13]=[C:12]([NH2:16])[N:11]=1. The yield is 0.530. (5) The reactants are [N:1]([N:3]1[C:9]2[CH:10]=[CH:11][CH:12]=[CH:13][C:8]=2[CH2:7][CH2:6][CH2:5][CH2:4]1)=O.[H-].[H-].[H-].[H-].[Li+].[Al+3]. The catalyst is C1COCC1. The product is [N:3]1([NH2:1])[C:9]2[CH:10]=[CH:11][CH:12]=[CH:13][C:8]=2[CH2:7][CH2:6][CH2:5][CH2:4]1. The yield is 0.680. (6) The reactants are [I:1][C:2]1[CH:3]=[C:4]([CH2:19][OH:20])[CH:5]=[C:6]([NH:8][C:9]2[N:14]=[C:13]([C:15]([F:18])([F:17])[F:16])[CH:12]=[CH:11][N:10]=2)[CH:7]=1.[Si:21](Cl)([C:24]([CH3:27])([CH3:26])[CH3:25])([CH3:23])[CH3:22].N1C=CN=C1. The catalyst is CN(C=O)C.CN(C1C=CN=CC=1)C.O.C(OCC)(=O)C. The product is [Si:21]([O:20][CH2:19][C:4]1[CH:5]=[C:6]([NH:8][C:9]2[N:14]=[C:13]([C:15]([F:17])([F:18])[F:16])[CH:12]=[CH:11][N:10]=2)[CH:7]=[C:2]([I:1])[CH:3]=1)([C:24]([CH3:27])([CH3:26])[CH3:25])([CH3:23])[CH3:22]. The yield is 0.960. (7) The reactants are [CH3:1][N:2]([CH2:10][CH2:11][NH:12][S:13]([C:16]1[CH:21]=[C:20]([S:22]([C:25]2[CH:30]=[CH:29][CH:28]=[CH:27][CH:26]=2)(=[O:24])=[O:23])[CH:19]=[CH:18][C:17]=1[C:31]([F:34])([F:33])[F:32])(=[O:15])=[O:14])C(=O)OC(C)(C)C.[CH:35]1([C:41](Cl)=[O:42])[CH2:40][CH2:39][CH2:38][CH2:37][CH2:36]1. The catalyst is ClCCl. The product is [CH3:1][N:2]([CH2:10][CH2:11][NH:12][S:13]([C:16]1[CH:21]=[C:20]([S:22]([C:25]2[CH:30]=[CH:29][CH:28]=[CH:27][CH:26]=2)(=[O:24])=[O:23])[CH:19]=[CH:18][C:17]=1[C:31]([F:34])([F:32])[F:33])(=[O:15])=[O:14])[C:41]([CH:35]1[CH2:40][CH2:39][CH2:38][CH2:37][CH2:36]1)=[O:42]. The yield is 0.440.